This data is from NCI-60 drug combinations with 297,098 pairs across 59 cell lines. The task is: Regression. Given two drug SMILES strings and cell line genomic features, predict the synergy score measuring deviation from expected non-interaction effect. Drug 1: CNC(=O)C1=NC=CC(=C1)OC2=CC=C(C=C2)NC(=O)NC3=CC(=C(C=C3)Cl)C(F)(F)F. Drug 2: C1C(C(OC1N2C=NC(=NC2=O)N)CO)O. Cell line: NCI-H226. Synergy scores: CSS=4.11, Synergy_ZIP=-0.236, Synergy_Bliss=3.31, Synergy_Loewe=1.51, Synergy_HSA=2.05.